Dataset: Reaction yield outcomes from USPTO patents with 853,638 reactions. Task: Predict the reaction yield, written as a fraction of the theoretical maximum amount of product (1.0 means a 100% yield; for example, 0.34 means a 34% yield). The reactants are [F:1][C:2]([F:42])([F:41])[C:3]1[CH:4]=[C:5]([C:13]([CH3:40])([CH3:39])[C:14]([N:16]([C:18]2[CH:19]=[N:20][C:21]([N:31]3[CH2:35][C@H:34]([OH:36])[CH2:33][C@H:32]3[CH2:37][OH:38])=[CH:22][C:23]=2[C:24]2[CH:29]=[CH:28][CH:27]=[CH:26][C:25]=2[CH3:30])[CH3:17])=[O:15])[CH:6]=[C:7]([C:9]([F:12])([F:11])[F:10])[CH:8]=1.N1C=CC=CC=1.[C:49](OC(=O)C)(=[O:51])[CH3:50]. The catalyst is ClCCl.Cl. The product is [F:42][C:2]([F:1])([F:41])[C:3]1[CH:4]=[C:5]([C:13]([CH3:39])([CH3:40])[C:14]([N:16]([CH3:17])[C:18]2[C:23]([C:24]3[CH:29]=[CH:28][CH:27]=[CH:26][C:25]=3[CH3:30])=[CH:22][C:21]([N:31]3[CH2:35][C@H:34]([OH:36])[CH2:33][C@H:32]3[CH2:37][O:38][C:49](=[O:51])[CH3:50])=[N:20][CH:19]=2)=[O:15])[CH:6]=[C:7]([C:9]([F:12])([F:10])[F:11])[CH:8]=1. The yield is 0.710.